This data is from Full USPTO retrosynthesis dataset with 1.9M reactions from patents (1976-2016). The task is: Predict the reactants needed to synthesize the given product. (1) Given the product [CH2:46]([N:50]1[N:54]=[C:53]([CH3:55])[S:52]/[C:51]/1=[CH:56]\[C:4]([C:3]1[CH:7]=[CH:8][CH:9]=[C:10]([Cl:11])[C:2]=1[Cl:1])=[O:6])[CH2:47][CH2:48][CH3:49], predict the reactants needed to synthesize it. The reactants are: [Cl:1][C:2]1[C:10]([Cl:11])=[CH:9][CH:8]=[CH:7][C:3]=1[C:4]([OH:6])=O.CN(C(ON1N=NC2C=CC=NC1=2)=[N+](C)C)C.F[P-](F)(F)(F)(F)F.CCN(C(C)C)C(C)C.[I-].[CH2:46]([N+:50]1[N:54]=[C:53]([CH3:55])[S:52][C:51]=1[CH3:56])[CH2:47][CH2:48][CH3:49]. (2) Given the product [C:17]([C:14]1[CH:15]=[C:16]2[C:11](=[CH:12][C:13]=1[O:19][CH2:20][CH2:21][O:22][CH3:23])[N:10]=[CH:9][CH:8]=[C:7]2[O:6][C:5]1[CH:4]=[CH:3][C:2]([NH:1][C:33]([NH:32][C:29]2[CH:28]=[C:27]([CH3:26])[O:31][N:30]=2)=[O:34])=[CH:25][CH:24]=1)#[N:18], predict the reactants needed to synthesize it. The reactants are: [NH2:1][C:2]1[CH:25]=[CH:24][C:5]([O:6][C:7]2[C:16]3[C:11](=[CH:12][C:13]([O:19][CH2:20][CH2:21][O:22][CH3:23])=[C:14]([C:17]#[N:18])[CH:15]=3)[N:10]=[CH:9][CH:8]=2)=[CH:4][CH:3]=1.[CH3:26][C:27]1[O:31][N:30]=[C:29]([NH:32][C:33](=O)[O:34]C2C=CC=CC=2)[CH:28]=1.C(N(C(C)C)CC)(C)C. (3) Given the product [C:24]([C:23]1[C:22]([S:29](=[O:33])(=[O:32])[NH:30][CH3:31])=[N:21][N:12]2[C:13]([C:14]3[CH:19]=[CH:18][C:17]([Cl:20])=[CH:16][CH:15]=3)=[C:8]([C:3]3[CH:4]=[CH:5][CH:6]=[CH:7][C:2]=3[Cl:1])[CH:9]=[N:10][C:11]=12)([OH:26])=[O:25], predict the reactants needed to synthesize it. The reactants are: [Cl:1][C:2]1[CH:7]=[CH:6][CH:5]=[CH:4][C:3]=1[C:8]1[CH:9]=[N:10][C:11]2[N:12]([N:21]=[C:22]([S:29](=[O:33])(=[O:32])[NH:30][CH3:31])[C:23]=2[C:24]([O:26]CC)=[O:25])[C:13]=1[C:14]1[CH:19]=[CH:18][C:17]([Cl:20])=[CH:16][CH:15]=1.[OH-].[Na+].Cl. (4) Given the product [CH:27]1([O:26][C:18]2[C:19]([CH3:25])=[CH:20][C:21]([CH2:23][OH:24])=[CH:22][C:17]=2[C:16]([NH:15][C:6]2([C:4]([OH:5])=[O:3])[CH2:14][C:13]3[C:8](=[CH:9][CH:10]=[CH:11][CH:12]=3)[CH2:7]2)=[O:31])[CH2:30][CH2:29][CH2:28]1, predict the reactants needed to synthesize it. The reactants are: C([O:3][C:4]([C:6]1([NH:15][C:16](=[O:31])[C:17]2[CH:22]=[C:21]([CH2:23][OH:24])[CH:20]=[C:19]([CH3:25])[C:18]=2[O:26][CH:27]2[CH2:30][CH2:29][CH2:28]2)[CH2:14][C:13]2[C:8](=[CH:9][CH:10]=[CH:11][CH:12]=2)[CH2:7]1)=[O:5])C.[OH-].[K+].O. (5) Given the product [NH2:25][C:30]1[O:29][CH2:12][C:11]([C:13]2[CH:18]=[CH:17][C:16]([O:19][S:20]([CH3:23])(=[O:22])=[O:21])=[C:15]([CH3:24])[CH:14]=2)([C:6]2[CH:7]=[CH:8][C:9]([F:10])=[C:4]([Br:3])[CH:5]=2)[N:34]=1, predict the reactants needed to synthesize it. The reactants are: II.[Br:3][C:4]1[CH:5]=[C:6]([C:11]([C:13]2[CH:18]=[CH:17][C:16]([O:19][S:20]([CH3:23])(=[O:22])=[O:21])=[C:15]([CH3:24])[CH:14]=2)=[CH2:12])[CH:7]=[CH:8][C:9]=1[F:10].[NH3:25].C([O:29][CH2:30]C)(=O)C.C(#[N:34])C. (6) Given the product [F:1][C:2]1[CH:11]=[C:10]2[C:5]([CH:6]=[C:7]([NH:16][C:17]3[CH:21]=[C:20]([CH3:22])[NH:19][N:18]=3)[N:8]=[C:9]2[O:12][CH:13]([CH3:15])[CH3:14])=[CH:4][C:3]=1[N:38]1[CH2:43][CH2:42][O:41][CH2:40][CH2:39]1, predict the reactants needed to synthesize it. The reactants are: [F:1][C:2]1[CH:11]=[C:10]2[C:5]([CH:6]=[C:7]([NH:16][C:17]3[CH:21]=[C:20]([CH3:22])[N:19](S(C(F)(F)F)(=O)=O)[N:18]=3)[N:8]=[C:9]2[O:12][CH:13]([CH3:15])[CH3:14])=[CH:4][C:3]=1OS(C(F)(F)F)(=O)=O.[NH:38]1[CH2:43][CH2:42][O:41][CH2:40][CH2:39]1. (7) Given the product [CH2:24]([O:31][C:32]1[CH:39]=[CH:38][CH:37]=[C:4]([CH2:5][C:6]2[CH:11]=[CH:10][C:9]([N+:12]([O-:14])=[O:13])=[C:8]([O:15][CH2:16][C:17]3[CH:18]=[CH:19][CH:20]=[CH:21][CH:22]=3)[CH:7]=2)[C:33]=1[C:34]#[N:35])[C:25]1[CH:30]=[CH:29][CH:28]=[CH:27][CH:26]=1, predict the reactants needed to synthesize it. The reactants are: C(O[C:4](=O)[CH2:5][C:6]1[CH:11]=[CH:10][C:9]([N+:12]([O-:14])=[O:13])=[C:8]([O:15][CH2:16][C:17]2[CH:22]=[CH:21][CH:20]=[CH:19][CH:18]=2)[CH:7]=1)C.[CH2:24]([O:31][C:32]1[CH:39]=[CH:38][CH:37]=C(F)[C:33]=1[C:34]#[N:35])[C:25]1[CH:30]=[CH:29][CH:28]=[CH:27][CH:26]=1.C([O-])([O-])=O.[Cs+].[Cs+].